This data is from Reaction yield outcomes from USPTO patents with 853,638 reactions. The task is: Predict the reaction yield, written as a fraction of the theoretical maximum amount of product (1.0 means a 100% yield; for example, 0.34 means a 34% yield). (1) The reactants are [CH3:1][C:2]1[N:6]2[N:7]=[C:8]([N:14]([CH3:23])[C@H:15]([C:17]3[CH:22]=[CH:21][CH:20]=[CH:19][CH:18]=3)[CH3:16])[CH:9]=[C:10]([C:11](O)=[O:12])[C:5]2=[N:4][N:3]=1.C(Cl)(=O)C(Cl)=O.[NH3:30].C1COCC1. The catalyst is C1COCC1. The product is [CH3:1][C:2]1[N:6]2[N:7]=[C:8]([N:14]([CH3:23])[C@H:15]([C:17]3[CH:22]=[CH:21][CH:20]=[CH:19][CH:18]=3)[CH3:16])[CH:9]=[C:10]([C:11]([NH2:30])=[O:12])[C:5]2=[N:4][N:3]=1. The yield is 0.900. (2) The reactants are Br[C:2]1[CH:7]=[CH:6][CH:5]=[C:4]([Br:8])[CH:3]=1.[NH:9]1[CH2:14][CH2:13][CH:12]([NH:15][C:16](=[O:18])[CH3:17])[CH2:11][CH2:10]1.CC(C)([O-])C.[Na+]. The catalyst is C1(C)C=CC=CC=1.CCOC(C)=O.C1C=CC(/C=C/C(/C=C/C2C=CC=CC=2)=O)=CC=1.C1C=CC(/C=C/C(/C=C/C2C=CC=CC=2)=O)=CC=1.C1C=CC(/C=C/C(/C=C/C2C=CC=CC=2)=O)=CC=1.[Pd].[Pd]. The product is [Br:8][C:4]1[CH:3]=[C:2]([N:9]2[CH2:14][CH2:13][CH:12]([NH:15][C:16](=[O:18])[CH3:17])[CH2:11][CH2:10]2)[CH:7]=[CH:6][CH:5]=1. The yield is 0.800. (3) The yield is 0.702. The reactants are [C:1]([O:5][C:6]([NH:8][C@H:9]1[C@@H:13]([CH3:14])[CH2:12][NH:11][CH2:10]1)=[O:7])([CH3:4])([CH3:3])[CH3:2].[CH3:15][C:16]1[C:17]([F:29])=[C:18]([CH:24]=[C:25]([F:28])[C:26]=1F)[C:19]([O:21][CH2:22][CH3:23])=[O:20].N12CCCN=C1CCCCC2.C(O)(=O)CC(CC(O)=O)(C(O)=O)O. The product is [C:1]([O:5][C:6]([NH:8][C@H:9]1[C@@H:13]([CH3:14])[CH2:12][N:11]([C:26]2[C:25]([F:28])=[CH:24][C:18]([C:19]([O:21][CH2:22][CH3:23])=[O:20])=[C:17]([F:29])[C:16]=2[CH3:15])[CH2:10]1)=[O:7])([CH3:4])([CH3:2])[CH3:3]. The catalyst is CS(C)=O. (4) The reactants are Cl[C:2]1[N:7]=[C:6]([NH:8][CH2:9][CH2:10][CH3:11])[N:5]=[C:4]([NH:12][CH2:13][CH2:14][CH3:15])[N:3]=1.[CH2:16]([O:23][NH:24][CH3:25])[C:17]1[CH:22]=[CH:21][CH:20]=[CH:19][CH:18]=1. No catalyst specified. The product is [CH2:16]([O:23][N:24]([C:2]1[N:7]=[C:6]([NH:8][CH2:9][CH2:10][CH3:11])[N:5]=[C:4]([NH:12][CH2:13][CH2:14][CH3:15])[N:3]=1)[CH3:25])[C:17]1[CH:22]=[CH:21][CH:20]=[CH:19][CH:18]=1. The yield is 0.290.